This data is from Reaction yield outcomes from USPTO patents with 853,638 reactions. The task is: Predict the reaction yield, written as a fraction of the theoretical maximum amount of product (1.0 means a 100% yield; for example, 0.34 means a 34% yield). (1) The reactants are CN1CCOCC1.[NH2:8][C:9]1[S:13][C:12]([CH2:14][CH2:15][CH2:16][CH2:17][N:18]2[CH:23]=[CH:22][C:21]([NH:24][C:25](=[O:33])[CH2:26][C:27]3[CH:32]=[CH:31][CH:30]=[CH:29][CH:28]=3)=[N:20][C:19]2=[O:34])=[N:11][N:10]=1.[OH:35][C@@H:36]([C:40]1[CH:45]=[CH:44][CH:43]=[CH:42][CH:41]=1)[C:37](O)=[O:38].C(Cl)CCl.C1C=CC2N(O)N=NC=2C=1. The catalyst is CN(C=O)C. The product is [OH:35][C@@H:36]([C:40]1[CH:45]=[CH:44][CH:43]=[CH:42][CH:41]=1)[C:37]([NH:8][C:9]1[S:13][C:12]([CH2:14][CH2:15][CH2:16][CH2:17][N:18]2[CH:23]=[CH:22][C:21]([NH:24][C:25](=[O:33])[CH2:26][C:27]3[CH:28]=[CH:29][CH:30]=[CH:31][CH:32]=3)=[N:20][C:19]2=[O:34])=[N:11][N:10]=1)=[O:38]. The yield is 0.130. (2) The catalyst is C(O)C. The reactants are [Br:1][C:2]1[C:3]([C:20](OC)=[O:21])=[C:4]2[N:10]=[CH:9][N:8]([CH2:11][C:12]3[CH:17]=[CH:16][C:15]([O:18][CH3:19])=[CH:14][CH:13]=3)[C:5]2=[N:6][CH:7]=1.[BH4-].[Na+]. The product is [Br:1][C:2]1[C:3]([CH2:20][OH:21])=[C:4]2[N:10]=[CH:9][N:8]([CH2:11][C:12]3[CH:13]=[CH:14][C:15]([O:18][CH3:19])=[CH:16][CH:17]=3)[C:5]2=[N:6][CH:7]=1. The yield is 0.650. (3) The reactants are CN(C)C=O.[C:6]1([C:16]2[CH:21]=[CH:20][C:19]([C:22]3[C:23]4[C:28]([CH:29]=[C:30]5[C:35]=3[CH:34]=[CH:33][CH:32]=[CH:31]5)=[CH:27][CH:26]=[CH:25][CH:24]=4)=[CH:18][CH:17]=2)[C:15]2[C:10](=[CH:11][CH:12]=[CH:13][CH:14]=2)[CH:9]=[CH:8][CH:7]=1.[Br:36]N1C(=O)CCC1=O. The catalyst is O. The product is [Br:36][C:29]1[C:30]2[C:35]([C:22]([C:19]3[CH:18]=[CH:17][C:16]([C:6]4[C:15]5[C:10](=[CH:11][CH:12]=[CH:13][CH:14]=5)[CH:9]=[CH:8][CH:7]=4)=[CH:21][CH:20]=3)=[C:23]3[C:28]=1[CH:27]=[CH:26][CH:25]=[CH:24]3)=[CH:34][CH:33]=[CH:32][CH:31]=2. The yield is 0.810. (4) The reactants are [Cl:1][C:2]([CH2:13][CH2:14][CH2:15][C:16]1[CH:25]=[CH:24][C:23]([O:26][CH3:27])=[C:22]2[C:17]=1[CH:18]=[CH:19][C:20](=[O:29])[N:21]2[CH3:28])(C(OCC)=O)[C:3]([O:5]CC)=[O:4].C(O)(=O)C.Cl. The catalyst is O. The product is [Cl:1][CH:2]([CH2:13][CH2:14][CH2:15][C:16]1[CH:25]=[CH:24][C:23]([O:26][CH3:27])=[C:22]2[C:17]=1[CH:18]=[CH:19][C:20](=[O:29])[N:21]2[CH3:28])[C:3]([OH:5])=[O:4]. The yield is 0.750. (5) The reactants are [CH2:1]([C:4]1[CH:15]=[CH:14][C:7]2[O:8][CH:9]([C:11](=[O:13])[CH3:12])[O:10][C:6]=2[CH:5]=1)[CH:2]=[CH2:3]. The catalyst is CC1C=CC=CC=1C.C/C(/O)=C/C(C)=O.C/C(/O)=C/C(C)=O.C/C(/O)=C/C(C)=O.[Ru]. The product is [CH:1]([C:4]1[CH:15]=[CH:14][C:7]2[O:8][CH:9]([C:11](=[O:13])[CH3:12])[O:10][C:6]=2[CH:5]=1)=[CH:2][CH3:3]. The yield is 0.380. (6) The product is [CH:5]1([N:11]2[C:15]([CH3:16])([CH3:17])[CH2:14][N:13]([C:1]([Cl:4])=[O:2])[C:12]2=[O:18])[CH2:6][CH2:7][CH2:8][CH2:9][CH2:10]1. The yield is 1.00. The catalyst is C(Cl)Cl. The reactants are [C:1]([Cl:4])(Cl)=[O:2].[CH:5]1([N:11]2[C:15]([CH3:17])([CH3:16])[CH2:14][NH:13][C:12]2=[O:18])[CH2:10][CH2:9][CH2:8][CH2:7][CH2:6]1.N1C=CC=CC=1. (7) The reactants are [CH:1]1[C:15](=[O:16])[N:14]=[C:13]2[N:3]([C@@H:4]3[O:8][C@H:7]([CH2:9][OH:10])[C@@H:6]([OH:11])[C@@H:5]3[O:12]2)[CH:2]=1.[CH3:17][C:18]1[C:31]2[C:32]3=[C:33]4[C:24](=[CH:25][CH:26]=[C:27]([CH2:34][OH:35])[C:28]4=[CH:29][CH:30]=2)[CH:23]=[CH:22][C:21]3=[CH:20][CH:19]=1.C([O-])(O)=O.[Na+].C1COCC1. The catalyst is CS(C)=O. The product is [CH3:17][C:18]1[C:31]2[C:32]3=[C:33]4[C:24](=[CH:25][CH:26]=[C:27]([CH2:34][O:35][C@@H:5]5[C@H:6]([OH:11])[C@@H:7]([CH2:9][OH:10])[O:8][C@H:4]5[N:3]5[CH:2]=[CH:1][C:15](=[O:16])[NH:14][C:13]5=[O:12])[C:28]4=[CH:29][CH:30]=2)[CH:23]=[CH:22][C:21]3=[CH:20][CH:19]=1. The yield is 0.200.